Dataset: Forward reaction prediction with 1.9M reactions from USPTO patents (1976-2016). Task: Predict the product of the given reaction. (1) The product is: [CH3:3][O:4][C:5](=[O:17])[C:6]1[CH:15]=[C:14]([Br:16])[CH:13]=[C:8]([C:9]([OH:11])=[O:10])[CH:7]=1. Given the reactants [OH-].[Na+].[CH3:3][O:4][C:5](=[O:17])[C:6]1[CH:15]=[C:14]([Br:16])[CH:13]=[C:8]([C:9]([O:11]C)=[O:10])[CH:7]=1.BrC1C=C(C(O)=O)C=C(C=1)C(O)=O, predict the reaction product. (2) Given the reactants [CH3:1][S:2]([C:5]1[CH:10]=[CH:9][C:8]([C:11]2[CH:16]=[CH:15][C:14]([O:17][CH2:18][CH:19]3[CH2:24][CH2:23][N:22]([C:25]([C:27]4([C:31]([F:34])([F:33])[F:32])[CH2:30][CH2:29][CH2:28]4)=O)[CH2:21][CH2:20]3)=[CH:13][CH:12]=2)=[CH:7][CH:6]=1)(=[O:4])=[O:3].[H-].[H-].[H-].[H-].[Li+].[Al+3].O, predict the reaction product. The product is: [CH3:1][S:2]([C:5]1[CH:10]=[CH:9][C:8]([C:11]2[CH:12]=[CH:13][C:14]([O:17][CH2:18][CH:19]3[CH2:20][CH2:21][N:22]([CH2:25][C:27]4([C:31]([F:33])([F:34])[F:32])[CH2:28][CH2:29][CH2:30]4)[CH2:23][CH2:24]3)=[CH:15][CH:16]=2)=[CH:7][CH:6]=1)(=[O:4])=[O:3]. (3) Given the reactants Cl.[NH2:2][CH2:3][C:4]([C:7]1[CH:12]=[CH:11][C:10]([N+:13]([O-:15])=[O:14])=[CH:9][CH:8]=1)([OH:6])[CH3:5].C(N(CC)CC)C.[CH:23]([S:26](Cl)(=[O:28])=[O:27])([CH3:25])[CH3:24], predict the reaction product. The product is: [OH:6][C:4]([C:7]1[CH:12]=[CH:11][C:10]([N+:13]([O-:15])=[O:14])=[CH:9][CH:8]=1)([CH3:5])[CH2:3][NH:2][S:26]([CH:23]([CH3:25])[CH3:24])(=[O:28])=[O:27]. (4) Given the reactants [CH3:1][O:2][C:3]1[CH:4]=[C:5]2[C:10](=[CH:11][C:12]=1[O:13][CH3:14])[N:9]=[CH:8][CH:7]=[C:6]2[O:15][C:16]1[C:22]([CH3:23])=[CH:21][C:19]([NH2:20])=[C:18]([CH3:24])[CH:17]=1.C(N(CC)CC)C.[C:32](Cl)(Cl)=[S:33].[N:36]1([CH2:42][CH2:43][NH2:44])[CH2:41][CH2:40][CH2:39][CH2:38][CH2:37]1, predict the reaction product. The product is: [CH3:1][O:2][C:3]1[CH:4]=[C:5]2[C:10](=[CH:11][C:12]=1[O:13][CH3:14])[N:9]=[CH:8][CH:7]=[C:6]2[O:15][C:16]1[C:22]([CH3:23])=[CH:21][C:19]([NH:20][C:32]([NH:44][CH2:43][CH2:42][N:36]2[CH2:41][CH2:40][CH2:39][CH2:38][CH2:37]2)=[S:33])=[C:18]([CH3:24])[CH:17]=1. (5) Given the reactants [CH3:1][N:2]1[CH2:7][CH2:6][N:5]([C:8]2[N:13]=[CH:12][C:11]([CH2:14][CH2:15][NH:16][C:17]([C:19]3[CH:24]=[CH:23][C:22]([C:25]4[CH:30]=[CH:29][C:28]([Cl:31])=[CH:27][CH:26]=4)=[CH:21][C:20]=3[NH2:32])=[O:18])=[CH:10][CH:9]=2)[CH2:4][CH2:3]1.[CH:33](O)=O, predict the reaction product. The product is: [Cl:31][C:28]1[CH:29]=[CH:30][C:25]([C:22]2[CH:21]=[C:20]3[C:19]([C:17](=[O:18])[N:16]([CH2:15][CH2:14][C:11]4[CH:12]=[N:13][C:8]([N:5]5[CH2:6][CH2:7][N:2]([CH3:1])[CH2:3][CH2:4]5)=[CH:9][CH:10]=4)[CH:33]=[N:32]3)=[CH:24][CH:23]=2)=[CH:26][CH:27]=1. (6) Given the reactants Cl.Cl.C(OC([C:8]1[CH:9]=[C:10]2[C:14](=[CH:15][CH:16]=1)[NH:13][N:12]=[C:11]2[C:17]1[CH:26]=[CH:25][C:24]2[C:19](=[CH:20][CH:21]=[C:22]([O:27][CH2:28][CH2:29][N:30]3[CH2:36][CH2:35][CH2:34][CH2:33][CH2:32][CH2:31]3)[CH:23]=2)[CH:18]=1)=N)C.[C:37]([NH:40][NH2:41])(=O)[CH3:38].[CH2:42]([N:44](CC)CC)C, predict the reaction product. The product is: [N:30]1([CH2:29][CH2:28][O:27][C:22]2[CH:23]=[C:24]3[C:19](=[CH:20][CH:21]=2)[CH:18]=[C:17]([C:11]2[C:15]4[C:14](=[CH:10][CH:9]=[C:8]([C:42]5[N:44]=[C:37]([CH3:38])[NH:40][N:41]=5)[CH:16]=4)[NH:13][N:12]=2)[CH:26]=[CH:25]3)[CH2:36][CH2:35][CH2:34][CH2:33][CH2:32][CH2:31]1. (7) Given the reactants [CH3:1][NH:2][C:3]([C:5]1[C:9]([CH:10]=NC)=[CH:8][NH:7][N:6]=1)=[O:4].C(O)(C(F)(F)F)=[O:14], predict the reaction product. The product is: [CH:10]([C:9]1[C:5]([C:3]([NH:2][CH3:1])=[O:4])=[N:6][NH:7][CH:8]=1)=[O:14]. (8) Given the reactants [CH2:1]([O:4][C:5]1[CH:6]=[C:7]2[C:12](=[CH:13][CH:14]=1)[NH:11][C:10]([C:15]1[CH:16]=[N:17][CH:18]=[CH:19][CH:20]=1)=[N:9][C:8]2=O)[CH2:2][CH3:3].CN(C)C1C=CC=CC=1.O=P(Cl)(Cl)[Cl:33], predict the reaction product. The product is: [Cl:33][C:8]1[C:7]2[C:12](=[CH:13][CH:14]=[C:5]([O:4][CH2:1][CH2:2][CH3:3])[CH:6]=2)[N:11]=[C:10]([C:15]2[CH:16]=[N:17][CH:18]=[CH:19][CH:20]=2)[N:9]=1.